This data is from Catalyst prediction with 721,799 reactions and 888 catalyst types from USPTO. The task is: Predict which catalyst facilitates the given reaction. (1) Reactant: [CH2:1]([O:23][C:24]1[CH:60]=[CH:59][C:27]([C:28]([C:30]2[CH:35]=[CH:34][C:33]([O:36][CH2:37][CH2:38][CH2:39][CH2:40][CH2:41][CH2:42][CH2:43][CH2:44][CH2:45][CH2:46][CH2:47][CH2:48][CH2:49][CH2:50][CH2:51][CH2:52][CH2:53][CH2:54][CH2:55][CH2:56][CH2:57][CH3:58])=[CH:32][CH:31]=2)=[O:29])=[CH:26][CH:25]=1)[CH2:2][CH2:3][CH2:4][CH2:5][CH2:6][CH2:7][CH2:8][CH2:9][CH2:10][CH2:11][CH2:12][CH2:13][CH2:14][CH2:15][CH2:16][CH2:17][CH2:18][CH2:19][CH2:20][CH2:21][CH3:22].C1COCC1.[BH4-].[Na+].Cl. Product: [CH2:1]([O:23][C:24]1[CH:25]=[CH:26][C:27]([CH:28]([OH:29])[C:30]2[CH:35]=[CH:34][C:33]([O:36][CH2:37][CH2:38][CH2:39][CH2:40][CH2:41][CH2:42][CH2:43][CH2:44][CH2:45][CH2:46][CH2:47][CH2:48][CH2:49][CH2:50][CH2:51][CH2:52][CH2:53][CH2:54][CH2:55][CH2:56][CH2:57][CH3:58])=[CH:32][CH:31]=2)=[CH:59][CH:60]=1)[CH2:2][CH2:3][CH2:4][CH2:5][CH2:6][CH2:7][CH2:8][CH2:9][CH2:10][CH2:11][CH2:12][CH2:13][CH2:14][CH2:15][CH2:16][CH2:17][CH2:18][CH2:19][CH2:20][CH2:21][CH3:22]. The catalyst class is: 5. (2) Reactant: [F:1][C:2]1[CH:7]=[CH:6][C:5]([C:8]([F:11])([F:10])[F:9])=[CH:4][C:3]=1[N:12]=[C:13]=[O:14].[NH2:15][C:16]1[S:17][C:18]([Br:21])=[N:19][N:20]=1. Product: [Br:21][C:18]1[S:17][C:16]([NH:15][C:13]([NH:12][C:3]2[CH:4]=[C:5]([C:8]([F:11])([F:10])[F:9])[CH:6]=[CH:7][C:2]=2[F:1])=[O:14])=[N:20][N:19]=1. The catalyst class is: 1. (3) Reactant: [C:1]([CH2:5][C:6]([OH:8])=[O:7])([CH3:4])([CH3:3])[CH3:2].[OH-].C([N+](CCCC)(CCCC)CCCC)CCC.O.[C:28](=[O:35])([S:32][CH2:33][CH3:34])[O:29][CH2:30]Cl. Product: [CH2:33]([S:32][C:28]([O:29][CH2:30][O:7][C:6](=[O:8])[CH2:5][C:1]([CH3:4])([CH3:3])[CH3:2])=[O:35])[CH3:34]. The catalyst class is: 100. (4) Product: [CH3:1][N:2]([C:8](=[O:31])[CH2:9][C@H:10]1[CH2:11][CH2:12][C@H:13]([C:16]2[CH:17]=[CH:18][C:19]([C:22]3[CH:23]=[C:24]([C:27]([F:29])([F:30])[F:28])[NH:25][N:26]=3)=[CH:20][CH:21]=2)[CH2:14][CH2:15]1)[CH2:3][C:4]([OH:6])=[O:5]. Reactant: [CH3:1][N:2]([C:8](=[O:31])[CH2:9][C@H:10]1[CH2:15][CH2:14][C@H:13]([C:16]2[CH:21]=[CH:20][C:19]([C:22]3[NH:26][N:25]=[C:24]([C:27]([F:30])([F:29])[F:28])[CH:23]=3)=[CH:18][CH:17]=2)[CH2:12][CH2:11]1)[CH2:3][C:4]([O:6]C)=[O:5].O1CCCC1.[OH-].[Li+].Cl. The catalyst class is: 6. (5) Reactant: [C:1]([O:5][C:6]([N:8]1[C@@H:13]([CH:14]=[O:15])[CH2:12][O:11][C:10]([C:22]2[CH:27]=[CH:26][CH:25]=[CH:24][CH:23]=2)([C:16]2[CH:21]=[CH:20][CH:19]=[CH:18][CH:17]=2)[CH2:9]1)=[O:7])([CH3:4])([CH3:3])[CH3:2].[F:28][C:29]1[CH:34]=[C:33]([CH2:35][CH2:36][N+:37]([O-:39])=[O:38])[CH:32]=[C:31]([F:40])[CH:30]=1.[F-].C([N+](CCCC)(CCCC)CCCC)CCC.[Cl-].[Na+]. Product: [C:1]([O:5][C:6]([N:8]1[C@@H:13]([C@@H:14]([OH:15])[C@@H:36]([N+:37]([O-:39])=[O:38])[CH2:35][C:33]2[CH:34]=[C:29]([F:28])[CH:30]=[C:31]([F:40])[CH:32]=2)[CH2:12][O:11][C:10]([C:22]2[CH:23]=[CH:24][CH:25]=[CH:26][CH:27]=2)([C:16]2[CH:17]=[CH:18][CH:19]=[CH:20][CH:21]=2)[CH2:9]1)=[O:7])([CH3:4])([CH3:2])[CH3:3]. The catalyst class is: 54. (6) Reactant: [C:1]1([NH:7][NH2:8])[CH:6]=[CH:5][CH:4]=[CH:3][CH:2]=1.CC(C)([O-])C.[K+].[N:15]1[CH:20]=[CH:19][C:18]([C:21]2[C:30]3[C:25](=[CH:26][CH:27]=[C:28]([C:31]#[C:32][C:33](OCC)=[O:34])[CH:29]=3)[N:24]=[CH:23][CH:22]=2)=[CH:17][CH:16]=1. Product: [C:1]1([N:7]2[C:31]([C:28]3[CH:29]=[C:30]4[C:25](=[CH:26][CH:27]=3)[N:24]=[CH:23][CH:22]=[C:21]4[C:18]3[CH:17]=[CH:16][N:15]=[CH:20][CH:19]=3)=[CH:32][C:33](=[O:34])[NH:8]2)[CH:6]=[CH:5][CH:4]=[CH:3][CH:2]=1. The catalyst class is: 1. (7) Reactant: [CH3:1][C:2]1[O:6][C:5]([C@@H:7]2[CH2:12][CH2:11][CH2:10][CH2:9][N:8]2C(OC(C)(C)C)=O)=[N:4][N:3]=1.C(O)(C(F)(F)F)=O. Product: [CH3:1][C:2]1[O:6][C:5]([C@@H:7]2[CH2:12][CH2:11][CH2:10][CH2:9][NH:8]2)=[N:4][N:3]=1. The catalyst class is: 2.